This data is from Full USPTO retrosynthesis dataset with 1.9M reactions from patents (1976-2016). The task is: Predict the reactants needed to synthesize the given product. (1) Given the product [CH2:1]([O:3][C:4](=[O:21])[C:5]1[CH:10]=[C:9]([C:26]2[CH:27]=[CH:28][C:23]([Cl:22])=[CH:24][CH:25]=2)[C:8]([O:12][CH2:13][CH:14]2[CH2:16][CH2:15]2)=[N:7][C:6]=1[C:17]([F:20])([F:19])[F:18])[CH3:2], predict the reactants needed to synthesize it. The reactants are: [CH2:1]([O:3][C:4](=[O:21])[C:5]1[CH:10]=[C:9](Br)[C:8]([O:12][CH2:13][CH:14]2[CH2:16][CH2:15]2)=[N:7][C:6]=1[C:17]([F:20])([F:19])[F:18])[CH3:2].[Cl:22][C:23]1[CH:28]=[CH:27][C:26](B(O)O)=[CH:25][CH:24]=1.C(=O)([O-])[O-].[Na+].[Na+].O. (2) Given the product [C:12]([O:11][C:9]([N:21]1[C:22]2[C:18](=[C:17]([CH3:16])[CH:25]=[CH:24][CH:23]=2)[CH:19]=[CH:20]1)=[O:10])([CH3:13])([CH3:14])[CH3:15], predict the reactants needed to synthesize it. The reactants are: [C:9](O[C:9]([O:11][C:12]([CH3:15])([CH3:14])[CH3:13])=[O:10])([O:11][C:12]([CH3:15])([CH3:14])[CH3:13])=[O:10].[CH3:16][C:17]1[CH:25]=[CH:24][CH:23]=[C:22]2[C:18]=1[CH:19]=[CH:20][NH:21]2. (3) Given the product [Cl:1][C:2]1[CH:3]=[C:4]([C@@H:12]([CH2:16][CH:17]2[CH2:18][CH2:19][C:20](=[O:23])[CH2:21][CH2:22]2)[C:13]([NH:51][C:52]2[CH:57]=[CH:56][C:55]([Cl:58])=[CH:54][N:53]=2)=[O:14])[CH:5]=[CH:6][C:7]=1[S:8]([CH3:11])(=[O:9])=[O:10], predict the reactants needed to synthesize it. The reactants are: [Cl:1][C:2]1[CH:3]=[C:4]([C@@H:12]([CH2:16][CH:17]2[CH2:22][CH2:21][C:20](=[O:23])[CH2:19][CH2:18]2)[C:13](O)=[O:14])[CH:5]=[CH:6][C:7]=1[S:8]([CH3:11])(=[O:10])=[O:9].C1(P(C2C=CC=CC=2)C2C=CC=CC=2)C=CC=CC=1.BrN1C(=O)CCC1=O.[NH2:51][C:52]1[CH:57]=[CH:56][C:55]([Cl:58])=[CH:54][N:53]=1.N1C(C)=CC=CC=1C. (4) Given the product [OH:4][CH2:5][CH2:6][CH2:7][N:8]1[C:13](=[O:14])[C:12]2[N:15]([CH3:30])[C:16]([C:19]3[CH:24]=[CH:23][CH:22]=[C:21]([O:25][C:26]([F:29])([F:28])[F:27])[CH:20]=3)=[C:17]([CH3:18])[C:11]=2[N:10]([CH3:31])[C:9]1=[O:32], predict the reactants needed to synthesize it. The reactants are: C([O:4][CH2:5][CH2:6][CH2:7][N:8]1[C:13](=[O:14])[C:12]2[N:15]([CH3:30])[C:16]([C:19]3[CH:24]=[CH:23][CH:22]=[C:21]([O:25][C:26]([F:29])([F:28])[F:27])[CH:20]=3)=[C:17]([CH3:18])[C:11]=2[N:10]([CH3:31])[C:9]1=[O:32])(=O)C.O[Li].O. (5) Given the product [CH3:7][O:8][C:9]1[CH:10]=[C:11]([C:17]2[CH2:18][CH2:19][C:20](=[O:29])[N:21]([CH:23]3[CH2:24][CH2:25][N:26]([S:2]([CH3:1])(=[O:4])=[O:3])[CH2:27][CH2:28]3)[N:22]=2)[CH:12]=[CH:13][C:14]=1[O:15][CH3:16], predict the reactants needed to synthesize it. The reactants are: [CH3:1][S:2](Cl)(=[O:4])=[O:3].Cl.[CH3:7][O:8][C:9]1[CH:10]=[C:11]([C:17]2[CH:18](C)[CH2:19][C:20](=[O:29])[N:21]([CH:23]3[CH2:28][CH2:27][NH:26][CH2:25][CH2:24]3)[N:22]=2)[CH:12]=[CH:13][C:14]=1[O:15][CH3:16].C(N1CCC(N2C(=O)CC(C)C(C3C=CC(OC)=C(OC)C=3)=N2)CC1)(=O)C. (6) Given the product [C:2]([C:24]([OH:25])=[O:1])([C:5]([C:8]([C:11]([C:14]([C:17]([C:20]([F:22])([F:21])[F:23])([F:19])[F:18])([F:15])[F:16])([F:12])[F:13])([F:10])[F:9])([F:6])[F:7])([F:3])[F:4], predict the reactants needed to synthesize it. The reactants are: [OH2:1].[C:2]([C:24](F)=[O:25])([C:5]([C:8]([C:11]([C:14]([C:17]([C:20]([F:23])([F:22])[F:21])([F:19])[F:18])([F:16])[F:15])([F:13])[F:12])([F:10])[F:9])([F:7])[F:6])([F:4])[F:3].F. (7) Given the product [Br:27][CH2:28]/[CH:29]=[CH:30]/[C:31]([NH:20][C:17]1[CH:18]=[C:19]2[C:14](=[CH:15][C:16]=1[O:21][CH2:22][C:23]([F:26])([F:24])[F:25])[N:13]=[CH:12][N:11]=[C:10]2[NH:9][C:4]1[CH:5]=[CH:6][C:7]([F:8])=[C:2]([Cl:1])[CH:3]=1)=[O:32], predict the reactants needed to synthesize it. The reactants are: [Cl:1][C:2]1[CH:3]=[C:4]([NH:9][C:10]2[C:19]3[C:14](=[CH:15][C:16]([O:21][CH2:22][C:23]([F:26])([F:25])[F:24])=[C:17]([NH2:20])[CH:18]=3)[N:13]=[CH:12][N:11]=2)[CH:5]=[CH:6][C:7]=1[F:8].[Br:27][CH2:28]/[CH:29]=[CH:30]/[C:31](Cl)=[O:32].O. (8) Given the product [C:35]([C:34]1[CH:33]=[C:32]([CH:39]=[CH:38][CH:37]=1)[CH2:30][N:2]1[CH2:3][CH2:4][C:5]2[C:10](=[CH:9][CH:8]=[C:7]([NH:11][C:12]([C:14]3[CH2:19][CH2:18][CH2:17][CH2:16][C:15]=3[C:20]3[CH:21]=[CH:22][C:23]([C:26]([F:27])([F:28])[F:29])=[CH:24][CH:25]=3)=[O:13])[CH:6]=2)[CH2:1]1)#[N:36], predict the reactants needed to synthesize it. The reactants are: [CH2:1]1[C:10]2[C:5](=[CH:6][C:7]([NH:11][C:12]([C:14]3[CH2:19][CH2:18][CH2:17][CH2:16][C:15]=3[C:20]3[CH:25]=[CH:24][C:23]([C:26]([F:29])([F:28])[F:27])=[CH:22][CH:21]=3)=[O:13])=[CH:8][CH:9]=2)[CH2:4][CH2:3][NH:2]1.[CH:30]([C:32]1[CH:33]=[C:34]([CH:37]=[CH:38][CH:39]=1)[C:35]#[N:36])=O.C(O[BH-](OC(=O)C)OC(=O)C)(=O)C.[Na+]. (9) Given the product [NH2:7][CH2:8][C:9]#[C:10][C:11]1[N:19]=[C:18]2[C:14]([N:15]=[CH:16][N:17]2[C@@H:20]2[CH2:24][C@H:23]([NH:25][C:26](=[O:29])[CH2:27][OH:28])[C@@H:22]([OH:30])[C@H:21]2[OH:31])=[C:13]([NH:32][C@H:33]([CH2:41][OH:42])[CH2:34][C:35]2[CH:36]=[CH:37][CH:38]=[CH:39][CH:40]=2)[N:12]=1, predict the reactants needed to synthesize it. The reactants are: C(OC(=O)[NH:7][CH2:8][C:9]#[C:10][C:11]1[N:19]=[C:18]2[C:14]([N:15]=[CH:16][N:17]2[C@@H:20]2[CH2:24][C@H:23]([NH:25][C:26](=[O:29])[CH2:27][OH:28])[C@@H:22]([OH:30])[C@H:21]2[OH:31])=[C:13]([NH:32][C@H:33]([CH2:41][OH:42])[CH2:34][C:35]2[CH:40]=[CH:39][CH:38]=[CH:37][CH:36]=2)[N:12]=1)(C)(C)C. (10) Given the product [C:19]([O:18][C:16]([NH:15][CH:5]([CH2:6][C:7]1[CH:12]=[C:11]([CH3:13])[CH:10]=[CH:9][C:8]=1[F:14])[C:4]([OH:23])=[O:3])=[O:17])([CH3:22])([CH3:21])[CH3:20], predict the reactants needed to synthesize it. The reactants are: C([O:3][C:4](=[O:23])[CH:5]([NH:15][C:16]([O:18][C:19]([CH3:22])([CH3:21])[CH3:20])=[O:17])[CH2:6][C:7]1[CH:12]=[C:11]([CH3:13])[CH:10]=[CH:9][C:8]=1[F:14])C.[OH-].[Li+].Cl.